This data is from Full USPTO retrosynthesis dataset with 1.9M reactions from patents (1976-2016). The task is: Predict the reactants needed to synthesize the given product. Given the product [Br:1][C:2]1[CH:11]=[C:10]2[C:5]([C:6](=[O:17])[N:7]3[CH2:15][C:14](=[O:16])[CH2:13][CH2:12][C:8]3=[N:9]2)=[CH:4][CH:3]=1, predict the reactants needed to synthesize it. The reactants are: [Br:1][C:2]1[CH:11]=[C:10]2[C:5]([C:6](=[O:17])[N:7]3[CH2:15][CH:14]([OH:16])[CH2:13][CH2:12][C:8]3=[N:9]2)=[CH:4][CH:3]=1.CC(OI1(OC(C)=O)(OC(C)=O)OC(=O)C2C=CC=CC1=2)=O.[O-]S([O-])(=S)=O.[Na+].[Na+].